Dataset: Full USPTO retrosynthesis dataset with 1.9M reactions from patents (1976-2016). Task: Predict the reactants needed to synthesize the given product. (1) The reactants are: [Cl:1][C:2]1[CH:7]=[CH:6][C:5]2=[N:8][C:9]([C:11]3[CH:16]=[CH:15][C:14]([CH3:17])=[C:13]([N+:18]([O-])=O)[CH:12]=3)=[CH:10][N:4]2[N:3]=1. Given the product [Cl:1][C:2]1[CH:7]=[CH:6][C:5]2=[N:8][C:9]([C:11]3[CH:16]=[CH:15][C:14]([CH3:17])=[C:13]([CH:12]=3)[NH2:18])=[CH:10][N:4]2[N:3]=1, predict the reactants needed to synthesize it. (2) Given the product [Cl:21][C:20]1[C:11]([C:9](=[O:10])[CH2:8][S:1][CH2:2][CH2:3][C:4]([OH:6])=[O:5])=[CH:12][C:13]2[S:17][C:16](=[O:18])[NH:15][C:14]=2[CH:19]=1, predict the reactants needed to synthesize it. The reactants are: [SH:1][CH2:2][CH2:3][C:4]([OH:6])=[O:5].Br[CH2:8][C:9]([C:11]1[C:20]([Cl:21])=[CH:19][C:14]2[NH:15][C:16](=[O:18])[S:17][C:13]=2[CH:12]=1)=[O:10].ClC1C(C(=O)CCl)=CC2SC(=O)NC=2C=1.ClC1C=CC2SC(=O)NC=2C=1.C(=O)([O-])[O-].[K+].[K+].